From a dataset of Peptide-MHC class I binding affinity with 185,985 pairs from IEDB/IMGT. Regression. Given a peptide amino acid sequence and an MHC pseudo amino acid sequence, predict their binding affinity value. This is MHC class I binding data. The peptide sequence is TWMNSTGFTKV. The binding affinity (normalized) is 0.599. The MHC is Patr-A0901 with pseudo-sequence Patr-A0901.